This data is from Reaction yield outcomes from USPTO patents with 853,638 reactions. The task is: Predict the reaction yield, written as a fraction of the theoretical maximum amount of product (1.0 means a 100% yield; for example, 0.34 means a 34% yield). (1) The yield is 0.870. The catalyst is C(Cl)Cl. The reactants are C(O[C:6](=[O:25])[NH:7][C@H:8]([CH:13]([C:15](=[O:24])[NH:16][CH2:17][C:18]1[CH:23]=[CH:22][CH:21]=[CH:20][CH:19]=1)[OH:14])[CH2:9][CH2:10][CH2:11][CH3:12])(C)(C)C.FC(F)(F)C(O)=O.C(OC(=O)[C@@H:39]([NH:46][C:47](=[O:63])[C@@H:48]([NH:50][C:51]([C:53]1[CH2:54][C:55]2[C:60]([C:61]=1[CH3:62])=[CH:59][CH:58]=[CH:57][CH:56]=2)=[O:52])[CH3:49])[CH2:40][CH2:41][S:42]([CH3:45])(=[O:44])=[O:43])(C)(C)C.CN(C(ON1N=NC2C=CC=NC1=2)=[N+](C)C)C.F[P-](F)(F)(F)(F)F.C(N(CC)C(C)C)(C)C. The product is [CH2:17]([NH:16][C:15]([CH:13]([OH:14])[C@@H:8]([NH:7][C:6]([C@@H:39]([NH:46][C:47]([C@@H:48]([NH:50][C:51]([C:53]1[CH2:54][C:55]2[C:60]([C:61]=1[CH3:62])=[CH:59][CH:58]=[CH:57][CH:56]=2)=[O:52])[CH3:49])=[O:63])[CH2:40][CH2:41][S:42]([CH3:45])(=[O:44])=[O:43])=[O:25])[CH2:9][CH2:10][CH2:11][CH3:12])=[O:24])[C:18]1[CH:19]=[CH:20][CH:21]=[CH:22][CH:23]=1. (2) The reactants are [CH3:1][C@H:2]1[N:7]2[C:8]3[C:9]([CH3:16])=[CH:10][CH:11]=[CH:12][C:13]=3[C:14]([CH3:15])=[C:6]2[C:5](=O)[NH:4][CH2:3]1.[H-].[Al+3].[Li+].[H-].[H-].[H-].[C:24]([OH:29])(=[O:28])[C:25]([OH:27])=[O:26]. The catalyst is CCOCC. The product is [C:24]([OH:29])(=[O:28])[C:25]([OH:27])=[O:26].[CH3:1][C@H:2]1[N:7]2[C:8]3[C:9]([CH3:16])=[CH:10][CH:11]=[CH:12][C:13]=3[C:14]([CH3:15])=[C:6]2[CH2:5][NH:4][CH2:3]1. The yield is 0.740. (3) The reactants are [C:1]([NH:4][C:5]1[C:14]([Cl:15])=[CH:13][C:8]([C:9]([O:11][CH3:12])=[O:10])=[C:7]([O:16][CH3:17])[CH:6]=1)(=[O:3])[CH3:2].[N+:18]([O-])([OH:20])=[O:19]. The catalyst is S(=O)(=O)(O)O. The product is [C:1]([NH:4][C:5]1[C:14]([Cl:15])=[CH:13][C:8]([C:9]([O:11][CH3:12])=[O:10])=[C:7]([O:16][CH3:17])[C:6]=1[N+:18]([O-:20])=[O:19])(=[O:3])[CH3:2]. The yield is 0.850.